Dataset: Peptide-MHC class II binding affinity with 134,281 pairs from IEDB. Task: Regression. Given a peptide amino acid sequence and an MHC pseudo amino acid sequence, predict their binding affinity value. This is MHC class II binding data. (1) The peptide sequence is YAAALVAMPTLAELA. The MHC is HLA-DQA10301-DQB10302 with pseudo-sequence HLA-DQA10301-DQB10302. The binding affinity (normalized) is 0.559. (2) The peptide sequence is YTDVFSLDPTFTIETT. The MHC is DRB1_0301 with pseudo-sequence DRB1_0301. The binding affinity (normalized) is 0.701. (3) The peptide sequence is KTKEGVLYVGSKTKE. The MHC is HLA-DPA10201-DPB11401 with pseudo-sequence HLA-DPA10201-DPB11401. The binding affinity (normalized) is 0.231. (4) The MHC is HLA-DPA10103-DPB10401 with pseudo-sequence HLA-DPA10103-DPB10401. The peptide sequence is AAATAGTTAYGAFAA. The binding affinity (normalized) is 0.0839. (5) The peptide sequence is PVQRHPRSLFPEFSE. The MHC is DRB1_1302 with pseudo-sequence DRB1_1302. The binding affinity (normalized) is 0.0684.